From a dataset of Forward reaction prediction with 1.9M reactions from USPTO patents (1976-2016). Predict the product of the given reaction. (1) Given the reactants Cl.O1CCOCC1.[C:8]([NH:12][C:13]([C:15]1[N:19]=[C:18]([C:20]2[CH:25]=[CH:24][C:23]([NH:26]C(OC(C)(C)C)=O)=[CH:22][N:21]=2)[N:17]([C:34]2[CH:35]=[N:36][C:37]([O:40][CH3:41])=[CH:38][CH:39]=2)[N:16]=1)=[O:14])([CH3:11])([CH3:10])[CH3:9].C(=O)([O-])O.[Na+], predict the reaction product. The product is: [C:8]([NH:12][C:13]([C:15]1[N:19]=[C:18]([C:20]2[CH:25]=[CH:24][C:23]([NH2:26])=[CH:22][N:21]=2)[N:17]([C:34]2[CH:35]=[N:36][C:37]([O:40][CH3:41])=[CH:38][CH:39]=2)[N:16]=1)=[O:14])([CH3:11])([CH3:10])[CH3:9]. (2) Given the reactants [Br:1][C:2]1[CH:7]=[C:6]([CH2:8][CH3:9])[CH:5]=[CH:4][C:3]=1[CH2:10][CH:11]([CH3:15])[C:12](Cl)=[O:13].[Al+3].[Cl-].[Cl-].[Cl-], predict the reaction product. The product is: [Br:1][C:2]1[CH:7]=[C:6]([CH2:8][CH3:9])[CH:5]=[C:4]2[C:3]=1[CH2:10][CH:11]([CH3:15])[C:12]2=[O:13]. (3) Given the reactants [Mg].[Br:2][C:3]1[CH:15]=[CH:14][C:13]2[C:12]3[C:7](=[CH:8][C:9]([Br:16])=[CH:10][CH:11]=3)[C:6](=[O:17])[C:5]=2[CH:4]=1, predict the reaction product. The product is: [Br:2][C:3]1[CH:15]=[CH:14][C:13]2[C:12]3[C:7](=[CH:8][C:9]([Br:16])=[CH:10][CH:11]=3)[C:6]([CH2:4][CH:5]3[CH2:6][CH2:7][CH2:12][CH2:13]3)([OH:17])[C:5]=2[CH:4]=1.